Dataset: Catalyst prediction with 721,799 reactions and 888 catalyst types from USPTO. Task: Predict which catalyst facilitates the given reaction. (1) Reactant: [ClH:1].[NH2:2][C:3]1[CH:8]=[CH:7][C:6]([NH:9][C:10]([NH2:12])=[NH:11])=[CH:5][C:4]=1[N+:13]([O-])=O.O1CCCC1. Product: [ClH:1].[NH2:13][C:4]1[CH:5]=[C:6]([NH:9][C:10]([NH2:12])=[NH:11])[CH:7]=[CH:8][C:3]=1[NH2:2]. The catalyst class is: 43. (2) Reactant: [CH:1](=O)[C:2]1[CH:7]=[CH:6][C:5]([O:8][CH3:9])=[CH:4][CH:3]=1.[C:11](#[N:15])[CH2:12][C:13]#[N:14].[C:16]([CH2:18][C:19]([NH2:21])=[S:20])#[N:17].O. Product: [NH2:14][C:13]1[S:20][C:19]([NH2:21])=[C:18]([C:16]#[N:17])[CH:1]([C:2]2[CH:7]=[CH:6][C:5]([O:8][CH3:9])=[CH:4][CH:3]=2)[C:12]=1[C:11]#[N:15]. The catalyst class is: 495. (3) Reactant: [Cl:1][C:2]1[N:11]=[CH:10][C:9]2[N:8]([CH2:12][C:13]([OH:15])=O)[CH2:7][C@@H:6]3[CH2:16][O:17][CH2:18][CH2:19][N:5]3[C:4]=2[N:3]=1.CN(C(ON1N=NC2C=CC=NC1=2)=[N+](C)C)C.F[P-](F)(F)(F)(F)F.[O:44]1[CH2:48][CH2:47][CH:46]([NH2:49])[CH2:45]1.C(N(CC)CC)C. Product: [Cl:1][C:2]1[N:11]=[CH:10][C:9]2[N:8]([CH2:12][C:13]([NH:49][CH:46]3[CH2:47][CH2:48][O:44][CH2:45]3)=[O:15])[CH2:7][C@@H:6]3[CH2:16][O:17][CH2:18][CH2:19][N:5]3[C:4]=2[N:3]=1. The catalyst class is: 3. (4) The catalyst class is: 81. Product: [CH3:1][O:2][C:3](=[O:32])[CH2:4][CH2:9][CH2:10][C:11]1([C@@H:14]2[C@:22]3([CH3:23])[C@H:17]([C@@H:18]([O:24][Si:25]([C:28]([CH3:31])([CH3:30])[CH3:29])([CH3:26])[CH3:27])[CH2:19][CH2:20][CH2:21]3)[CH2:16][CH2:15]2)[CH2:12][CH2:13]1. Reactant: [CH3:1][O:2][C:3](=[O:32])[CH:4]([CH2:9][CH2:10][C:11]1([C@@H:14]2[C@:22]3([CH3:23])[C@H:17]([C@@H:18]([O:24][Si:25]([C:28]([CH3:31])([CH3:30])[CH3:29])([CH3:27])[CH3:26])[CH2:19][CH2:20][CH2:21]3)[CH2:16][CH2:15]2)[CH2:13][CH2:12]1)C(OC)=O.CS(C)=O.O.[Cl-].[Li+]. (5) Reactant: [Cl:1][C:2]1[CH:7]=[CH:6][C:5]([CH2:8][C:9]([OH:11])=[O:10])=[CH:4][CH:3]=1.[Cl:12][C:13]1[CH:22]=[CH:21][C:16]([C:17](=O)[CH2:18]Br)=[CH:15][CH:14]=1.C(=O)([O-])[O-].[K+].[K+].C1(C)C=CC=CC=1. Product: [Cl:1][C:2]1[CH:3]=[CH:4][C:5]([C:8]2[C:9](=[O:11])[O:10][CH2:18][C:17]=2[C:16]2[CH:21]=[CH:22][C:13]([Cl:12])=[CH:14][CH:15]=2)=[CH:6][CH:7]=1. The catalyst class is: 47. (6) Reactant: [F:1][C:2]1[C:6]([C:7]2[CH:8]=[N:9][CH:10]=[CH:11][CH:12]=2)=[N:5][N:4]2[CH:13]=[CH:14][N:15]([C:16]3[CH:17]=[C:18]([CH:20]=[CH:21][C:22]=3[CH3:23])[NH2:19])[C:3]=12.[OH:24][C:25]([C:28]1[CH:29]=[C:30]([CH:34]=[C:35]([S:37]([F:42])([F:41])([F:40])([F:39])[F:38])[CH:36]=1)[C:31](O)=[O:32])([CH3:27])[CH3:26].CN(C(ON1N=NC2C=CC=NC1=2)=[N+](C)C)C.F[P-](F)(F)(F)(F)F.C(N(CC)C(C)C)(C)C. The catalyst class is: 618. Product: [F:1][C:2]1[C:6]([C:7]2[CH:8]=[N:9][CH:10]=[CH:11][CH:12]=2)=[N:5][N:4]2[CH:13]=[CH:14][N:15]([C:16]3[CH:17]=[C:18]([NH:19][C:31](=[O:32])[C:30]4[CH:34]=[C:35]([S:37]([F:42])([F:38])([F:39])([F:40])[F:41])[CH:36]=[C:28]([C:25]([OH:24])([CH3:27])[CH3:26])[CH:29]=4)[CH:20]=[CH:21][C:22]=3[CH3:23])[C:3]=12. (7) Reactant: [F:1][C:2]([F:38])([F:37])[C:3]1[CH:8]=[CH:7][C:6]([C:9]2[N:13](COCC[Si](C)(C)C)[C:12]([N:22]3[CH2:27][CH2:26][NH:25][CH2:24][CH2:23]3)=[N:11][C:10]=2[C:28]2[CH:33]=[C:32]([F:34])[C:31]([F:35])=[C:30]([F:36])[CH:29]=2)=[CH:5][CH:4]=1.Cl[C:40]1[C:45]([Cl:46])=[CH:44][CH:43]=[CH:42][N:41]=1.[C:47](=[O:50])(O)[O-:48].[Na+]. Product: [F:1][C:2]([F:38])([F:37])[C:47]([OH:48])=[O:50].[Cl:46][C:45]1[C:40]([N:25]2[CH2:26][CH2:27][N:22]([C:12]3[NH:13][C:9]([C:6]4[CH:7]=[CH:8][C:3]([C:2]([F:38])([F:37])[F:1])=[CH:4][CH:5]=4)=[C:10]([C:28]4[CH:33]=[C:32]([F:34])[C:31]([F:35])=[C:30]([F:36])[CH:29]=4)[N:11]=3)[CH2:23][CH2:24]2)=[N:41][CH:42]=[CH:43][CH:44]=1. The catalyst class is: 37. (8) Reactant: [C:1]1(=O)O[C:5](=[O:6])[C:4]2=[CH:8][CH:9]=[CH:10][CH:11]=[C:3]2[CH2:2]1.[C:13]([C:15]1[CH:22]=[CH:21][CH:20]=[CH:19][C:16]=1CBr)#[N:14].C(N(CC)CC)C. Product: [O:6]=[C:5]1[C:4]2[C:3](=[CH:11][CH:10]=[CH:9][CH:8]=2)[C:2]2[CH2:1][C:16]3[CH:19]=[CH:20][CH:21]=[CH:22][C:15]=3[C:13]=2[NH:14]1. The catalyst class is: 10. (9) Reactant: [Cl:1][C:2]1[CH:3]=[C:4]([C:8]2[CH:9]=[CH:10][C:11]3[C:17](=[O:18])[C:16]([CH3:20])([CH3:19])[CH2:15][CH2:14][N:13](C(OC(C)(C)C)=O)[C:12]=3[N:28]=2)[CH:5]=[CH:6][CH:7]=1. Product: [Cl:1][C:2]1[CH:3]=[C:4]([C:8]2[CH:9]=[CH:10][C:11]3[C:17](=[O:18])[C:16]([CH3:19])([CH3:20])[CH2:15][CH2:14][NH:13][C:12]=3[N:28]=2)[CH:5]=[CH:6][CH:7]=1. The catalyst class is: 209. (10) Reactant: [CH3:1][C:2]#[N:3].[Li]CCCC.[F:9][C:10]1[CH:18]=[C:17]([O:19][CH3:20])[CH:16]=[CH:15][C:11]=1[C:12](Cl)=[O:13].[NH4+].[Cl-].Cl. Product: [F:9][C:10]1[CH:18]=[C:17]([O:19][CH3:20])[CH:16]=[CH:15][C:11]=1[C:12](=[O:13])[CH2:1][C:2]#[N:3]. The catalyst class is: 7.